From a dataset of Reaction yield outcomes from USPTO patents with 853,638 reactions. Predict the reaction yield, written as a fraction of the theoretical maximum amount of product (1.0 means a 100% yield; for example, 0.34 means a 34% yield). (1) The reactants are [Cl:1][C:2]1[CH:3]=[C:4]([NH:9][C:10]([CH:12]2[CH2:17][CH2:16][N:15]([CH2:18][C@@H:19]3[CH2:24][CH2:23][CH2:22][N:21](C(OC(C)(C)C)=O)[CH2:20]3)[CH2:14][CH2:13]2)=[O:11])[CH:5]=[CH:6][C:7]=1[Cl:8].Cl. The catalyst is CO.O1CCOCC1. The product is [Cl:1][C:2]1[CH:3]=[C:4]([NH:9][C:10]([CH:12]2[CH2:13][CH2:14][N:15]([CH2:18][C@@H:19]3[CH2:24][CH2:23][CH2:22][NH:21][CH2:20]3)[CH2:16][CH2:17]2)=[O:11])[CH:5]=[CH:6][C:7]=1[Cl:8]. The yield is 0.830. (2) The reactants are [Br:1][C:2]1[CH:9]=[CH:8][C:5]([CH2:6]Br)=[CH:4][CH:3]=1.[CH3:10][C:11]1([CH3:17])[O:16][CH2:15][CH2:14][NH:13][CH2:12]1.C(=O)([O-])[O-].[K+].[K+]. The catalyst is C(#N)C. The product is [Br:1][C:2]1[CH:9]=[CH:8][C:5]([CH2:6][N:13]2[CH2:14][CH2:15][O:16][C:11]([CH3:17])([CH3:10])[CH2:12]2)=[CH:4][CH:3]=1. The yield is 0.970. (3) The reactants are [CH2:1]([C:3]1[CH:12]=[CH:11][C:6]([C:7]([O:9]C)=[O:8])=[C:5]([O:13][CH3:14])[CH:4]=1)[CH3:2]. The catalyst is [OH-].[Na+]. The product is [CH2:1]([C:3]1[CH:12]=[CH:11][C:6]([C:7]([OH:9])=[O:8])=[C:5]([O:13][CH3:14])[CH:4]=1)[CH3:2]. The yield is 0.970. (4) The reactants are [I:1][C:2]1[C:12]([C:13]([O:15][CH2:16][CH3:17])=[O:14])=[C:5]2[CH2:6][NH:7][C:8]3([CH2:11][CH2:10]3)[CH2:9][N:4]2[N:3]=1.[CH3:18][C:19]([O:22][C:23](O[C:23]([O:22][C:19]([CH3:21])([CH3:20])[CH3:18])=[O:24])=[O:24])([CH3:21])[CH3:20]. The catalyst is C(Cl)Cl. The product is [I:1][C:2]1[C:12]([C:13]([O:15][CH2:16][CH3:17])=[O:14])=[C:5]2[CH2:6][N:7]([C:23]([O:22][C:19]([CH3:21])([CH3:20])[CH3:18])=[O:24])[C:8]3([CH2:11][CH2:10]3)[CH2:9][N:4]2[N:3]=1. The yield is 0.670. (5) The yield is 0.760. The reactants are [Cl:1][C:2]1[CH:3]=[C:4]([CH:32]=[CH:33][C:34]=1[Cl:35])[CH2:5][NH:6][C:7]([C:9]1[N:10]=[C:11]2[N:19]([CH2:20][CH2:21][N:22]3[CH2:27][CH2:26][NH:25][CH2:24][CH2:23]3)[C:18]3[CH:28]=[CH:29][CH:30]=[CH:31][C:17]=3[N:12]2[C:13](=[O:16])[C:14]=1[OH:15])=[O:8].C(N(CC)CC)C.[S:43](Cl)([CH3:46])(=[O:45])=[O:44]. The product is [Cl:1][C:2]1[CH:3]=[C:4]([CH:32]=[CH:33][C:34]=1[Cl:35])[CH2:5][NH:6][C:7]([C:9]1[N:10]=[C:11]2[N:19]([CH2:20][CH2:21][N:22]3[CH2:23][CH2:24][N:25]([S:43]([CH3:46])(=[O:45])=[O:44])[CH2:26][CH2:27]3)[C:18]3[CH:28]=[CH:29][CH:30]=[CH:31][C:17]=3[N:12]2[C:13](=[O:16])[C:14]=1[O:15][S:43]([CH3:46])(=[O:45])=[O:44])=[O:8]. The catalyst is ClCCl. (6) The reactants are [Br:1][C:2]1[CH:3]=[C:4]2[C:9](=[CH:10][CH:11]=1)[CH:8]=[N:7][C:6]([OH:12])=[CH:5]2.[CH2:13](Br)[C:14]1[CH:19]=[CH:18][CH:17]=[CH:16][CH:15]=1. The catalyst is CN(C=O)C. The product is [CH2:13]([O:12][C:6]1[N:7]=[CH:8][C:9]2[C:4]([CH:5]=1)=[CH:3][C:2]([Br:1])=[CH:11][CH:10]=2)[C:14]1[CH:19]=[CH:18][CH:17]=[CH:16][CH:15]=1. The yield is 0.190. (7) The reactants are [OH:1][C@@H:2]([C:23]1[CH:28]=[CH:27][CH:26]=[CH:25][CH:24]=1)[CH2:3][CH2:4][N:5]1[CH2:10][CH2:9][CH:8]([C:11]2[CH:12]=[C:13]([NH:17][C:18](=[O:22])[CH:19]([CH3:21])[CH3:20])[CH:14]=[CH:15][CH:16]=2)[CH2:7][CH2:6]1.[CH2:29]([O:31][C:32]1[CH:37]=[CH:36][CH:35]=[CH:34][C:33]=1O)[CH3:30].C1(P(C2C=CC=CC=2)C2C=CC=CC=2)C=CC=CC=1.N(C(OCC)=O)=NC(OCC)=O.N. The catalyst is C1COCC1.C(Cl)(Cl)Cl. The product is [CH2:29]([O:31][C:32]1[CH:37]=[CH:36][CH:35]=[CH:34][C:33]=1[O:1][C@H:2]([C:23]1[CH:24]=[CH:25][CH:26]=[CH:27][CH:28]=1)[CH2:3][CH2:4][N:5]1[CH2:10][CH2:9][CH:8]([C:11]2[CH:12]=[C:13]([NH:17][C:18](=[O:22])[CH:19]([CH3:21])[CH3:20])[CH:14]=[CH:15][CH:16]=2)[CH2:7][CH2:6]1)[CH3:30]. The yield is 0.155.